This data is from Forward reaction prediction with 1.9M reactions from USPTO patents (1976-2016). The task is: Predict the product of the given reaction. Given the reactants [NH2:1][C@H:2]1[C:11]2[C:6](=[CH:7][CH:8]=[C:9]([F:12])[CH:10]=2)[N:5]([C:13](=[O:15])[CH3:14])[C@@H:4]([CH2:16][CH3:17])[C@@H:3]1[CH3:18].C[N:20]([C:22]1[C:27]([C:28]2[C:33](P(C3CCCCC3)C3CCCCC3)=[CH:32]C=CC=2)=CC=C[CH:23]=1)C.CC(C)([O-])C.[Na+].BrC1C=CC=C(C)N=1, predict the reaction product. The product is: [CH2:16]([C@H:4]1[C@H:3]([CH3:18])[C@@H:2]([NH:1][C:32]2[CH:33]=[CH:28][CH:27]=[C:22]([CH3:23])[N:20]=2)[C:11]2[C:6](=[CH:7][CH:8]=[C:9]([F:12])[CH:10]=2)[N:5]1[C:13](=[O:15])[CH3:14])[CH3:17].